Task: Predict the reaction yield, written as a fraction of the theoretical maximum amount of product (1.0 means a 100% yield; for example, 0.34 means a 34% yield).. Dataset: Reaction yield outcomes from USPTO patents with 853,638 reactions (1) The reactants are [CH2:1]([C:3]([C:6]1[CH:7]=[CH:8][C:9]([OH:14])=[C:10]([CH:13]=1)[CH:11]=[O:12])=[CH:4][CH3:5])[CH3:2].[CH3:15][Mg]Br. The catalyst is C1COCC1. The product is [CH2:4]([C:3]([C:6]1[CH:7]=[CH:8][C:9]([OH:14])=[C:10]([CH:11]([OH:12])[CH3:15])[CH:13]=1)=[CH:1][CH3:2])[CH3:5]. The yield is 0.950. (2) The yield is 0.650. The reactants are [CH2:1]([O:3][C:4]([C:6]1[CH:11]=[CH:10][C:9]([NH:12][CH:13]2[CH2:18][CH2:17][N:16]([C:19]([O:21][C:22]([CH3:25])([CH3:24])[CH3:23])=[O:20])[CH2:15][CH2:14]2)=[C:8]([N+:26]([O-])=O)[CH:7]=1)=[O:5])[CH3:2].[H][H]. The catalyst is [OH-].[OH-].[Pd+2]. The product is [NH2:26][C:8]1[CH:7]=[C:6]([C:4]([O:3][CH2:1][CH3:2])=[O:5])[CH:11]=[CH:10][C:9]=1[NH:12][CH:13]1[CH2:14][CH2:15][N:16]([C:19]([O:21][C:22]([CH3:23])([CH3:25])[CH3:24])=[O:20])[CH2:17][CH2:18]1. (3) The reactants are [Br:1][C:2]1[C:10]2[C:5](=[C:6]([O:17][C:18]3[CH:23]=[CH:22][C:21]([S:24]([CH3:27])(=[O:26])=[O:25])=[CH:20][CH:19]=3)[CH:7]=[C:8]([S:11]([CH:14]([CH3:16])[CH3:15])(=[O:13])=[O:12])[CH:9]=2)[NH:4][N:3]=1.C(N(CC)CC)C.[C:35](O[C:35]([O:37][C:38]([CH3:41])([CH3:40])[CH3:39])=[O:36])([O:37][C:38]([CH3:41])([CH3:40])[CH3:39])=[O:36]. The catalyst is CN(C=O)C.C(OCC)(=O)C. The product is [Br:1][C:2]1[C:10]2[C:5](=[C:6]([O:17][C:18]3[CH:23]=[CH:22][C:21]([S:24]([CH3:27])(=[O:26])=[O:25])=[CH:20][CH:19]=3)[CH:7]=[C:8]([S:11]([CH:14]([CH3:16])[CH3:15])(=[O:13])=[O:12])[CH:9]=2)[N:4]([C:35]([O:37][C:38]([CH3:41])([CH3:40])[CH3:39])=[O:36])[N:3]=1. The yield is 0.680. (4) The reactants are [C:1]([O:5][C:6]([N:8]1[CH2:13][CH2:12][CH2:11][C@@H:10]([C:14]([OH:16])=O)[CH2:9]1)=[O:7])([CH3:4])([CH3:3])[CH3:2].C(N1C=CN=C1)(N1C=CN=C1)=O.C(N(CC)CC)C.Cl.[CH3:37][NH:38][O:39][CH3:40]. The catalyst is C1COCC1. The product is [CH3:40][O:39][N:38]([CH3:37])[C:14]([C@@H:10]1[CH2:11][CH2:12][CH2:13][N:8]([C:6]([O:5][C:1]([CH3:2])([CH3:3])[CH3:4])=[O:7])[CH2:9]1)=[O:16]. The yield is 0.910. (5) The reactants are [F:1][C:2]1[CH:11]=[C:10]([O:12][CH3:13])[CH:9]=[CH:8][C:3]=1[C:4](OC)=O.[CH:14]([C:16]1[CH:21]=[CH:20][C:19]([N:22]2[CH2:27][CH2:26][N:25]([C:28]([O:30][C:31]([CH3:34])([CH3:33])[CH3:32])=[O:29])[CH2:24][CH2:23]2)=[CH:18][CH:17]=1)=O.[NH2:35][C:36]1[NH:40][N:39]=[C:38]([NH:41][C:42](=[O:48])[O:43][C:44]([CH3:47])([CH3:46])[CH3:45])[CH:37]=1.[C:49](#[N:51])[CH3:50]. No catalyst specified. The product is [C:44]([O:43][C:42]([NH:41][C:38]1[C:37]2[CH:14]([C:16]3[CH:21]=[CH:20][C:19]([N:22]4[CH2:27][CH2:26][N:25]([C:28]([O:30][C:31]([CH3:34])([CH3:33])[CH3:32])=[O:29])[CH2:24][CH2:23]4)=[CH:18][CH:17]=3)[C:50]([C:49]#[N:51])=[C:4]([C:3]3[CH:8]=[CH:9][C:10]([O:12][CH3:13])=[CH:11][C:2]=3[F:1])[NH:35][C:36]=2[NH:40][N:39]=1)=[O:48])([CH3:45])([CH3:47])[CH3:46]. The yield is 0.660. (6) The reactants are [CH3:1][CH:2]([CH3:7])[CH2:3][C:4]([OH:6])=[O:5].[C:8](=[O:15])([S:12][CH2:13][CH3:14])[O:9][CH2:10]I. The catalyst is O.ClCCl. The yield is 1.00. The product is [CH2:13]([S:12][C:8]([O:9][CH2:10][O:5][C:4](=[O:6])[CH2:3][CH:2]([CH3:7])[CH3:1])=[O:15])[CH3:14]. (7) The reactants are [N:1]1[CH:6]=[CH:5][CH:4]=[CH:3][C:2]=1[NH:7][C:8](=[O:13])[C:9]([CH3:12])([CH3:11])[CH3:10].C([Li])CCC.CN(C1C=CC=CC=1)[S:21][C:22]([F:25])([F:24])[F:23]. The catalyst is O1CCCC1.[Cl-].[NH4+]. The product is [F:23][C:22]([F:25])([F:24])[S:21][C:3]1[C:2]([NH:7][C:8](=[O:13])[C:9]([CH3:10])([CH3:12])[CH3:11])=[N:1][CH:6]=[CH:5][CH:4]=1. The yield is 0.380. (8) The reactants are Br[C:2]1[CH:3]=[CH:4][C:5]([CH:8]([CH3:10])[CH3:9])=[N:6][CH:7]=1.[CH2:11](C([Sn])=C(CCCC)CCCC)[CH2:12]CC. The catalyst is CN(C=O)C.C1COCC1.O.C1C=CC([P]([Pd]([P](C2C=CC=CC=2)(C2C=CC=CC=2)C2C=CC=CC=2)([P](C2C=CC=CC=2)(C2C=CC=CC=2)C2C=CC=CC=2)[P](C2C=CC=CC=2)(C2C=CC=CC=2)C2C=CC=CC=2)(C2C=CC=CC=2)C2C=CC=CC=2)=CC=1. The product is [CH:8]([C:5]1[CH:4]=[CH:3][C:2]([CH:11]=[CH2:12])=[CH:7][N:6]=1)([CH3:10])[CH3:9]. The yield is 0.900. (9) The reactants are Cl.[CH3:2][O:3][C:4]1[CH:11]=[CH:10][C:7]([CH2:8]O)=[CH:6][CH:5]=1.[NH2:12][C@H:13]([C:16]([OH:18])=[O:17])[CH2:14][SH:15].[OH-].[Na+]. The catalyst is C(OCC)C.C(O)C. The product is [NH2:12][C@@H:13]([CH2:14][S:15][CH2:8][C:7]1[CH:10]=[CH:11][C:4]([O:3][CH3:2])=[CH:5][CH:6]=1)[C:16]([OH:18])=[O:17]. The yield is 0.640. (10) The reactants are Cl[C:2]1[N:3]=[CH:4][C:5]([C:8]([NH:10][C:11]2[NH:12][N:13]=[C:14]([O:16][CH2:17][C:18]3[CH:23]=[C:22]([O:24][CH3:25])[CH:21]=[C:20]([O:26][CH3:27])[CH:19]=3)[CH:15]=2)=[O:9])=[N:6][CH:7]=1.[CH2:28]1[NH:33][CH2:32][CH2:31][N:30]2[CH2:34][CH2:35][CH2:36][CH:29]12. The catalyst is CS(C)=O. The product is [CH2:28]1[CH:29]2[CH2:36][CH2:35][CH2:34][N:30]2[CH2:31][CH2:32][N:33]1[C:2]1[N:3]=[CH:4][C:5]([C:8]([NH:10][C:11]2[NH:12][N:13]=[C:14]([O:16][CH2:17][C:18]3[CH:23]=[C:22]([O:24][CH3:25])[CH:21]=[C:20]([O:26][CH3:27])[CH:19]=3)[CH:15]=2)=[O:9])=[N:6][CH:7]=1. The yield is 0.370.